This data is from Forward reaction prediction with 1.9M reactions from USPTO patents (1976-2016). The task is: Predict the product of the given reaction. (1) Given the reactants Cl.[Br:2][C:3]1[CH:8]=[CH:7][C:6]([NH:9][C@H:10]2[CH2:14][NH:13][CH2:12][C@@H:11]2[OH:15])=[C:5]([N+:16]([O-:18])=[O:17])[CH:4]=1.[C:19](O[BH-](OC(=O)C)OC(=O)C)(=O)C.[Na+].C=O.C(=O)(O)[O-].[Na+], predict the reaction product. The product is: [Br:2][C:3]1[CH:8]=[CH:7][C:6]([NH:9][C@H:10]2[CH2:14][N:13]([CH3:19])[CH2:12][C@@H:11]2[OH:15])=[C:5]([N+:16]([O-:18])=[O:17])[CH:4]=1. (2) Given the reactants [F:1][C:2]1[CH:30]=[C:29]([N+:31]([O-])=O)[CH:28]=[CH:27][C:3]=1[O:4][C:5]1[CH:10]=[C:9]([NH:11][C:12]([N:14]2[CH2:19][CH2:18][CH:17]([N:20]3[CH2:25][CH2:24][N:23]([CH3:26])[CH2:22][CH2:21]3)[CH2:16][CH2:15]2)=[O:13])[N:8]=[CH:7][N:6]=1, predict the reaction product. The product is: [NH2:31][C:29]1[CH:28]=[CH:27][C:3]([O:4][C:5]2[CH:10]=[C:9]([NH:11][C:12]([N:14]3[CH2:19][CH2:18][CH:17]([N:20]4[CH2:21][CH2:22][N:23]([CH3:26])[CH2:24][CH2:25]4)[CH2:16][CH2:15]3)=[O:13])[N:8]=[CH:7][N:6]=2)=[C:2]([F:1])[CH:30]=1.